From a dataset of Forward reaction prediction with 1.9M reactions from USPTO patents (1976-2016). Predict the product of the given reaction. (1) Given the reactants [CH3:1][O:2][C:3]1[CH:39]=[CH:38][CH:37]=[CH:36][C:4]=1[O:5][CH:6]([CH2:12][CH2:13][CH:14]=[CH:15][C:16]1[CH:21]=[C:20]([O:22][CH3:23])[CH:19]=[CH:18][C:17]=1[O:24][CH2:25][C:26]1[CH:31]=[CH:30][C:29]([C:32]([F:35])([F:34])[F:33])=[CH:28][CH:27]=1)[C:7]([O:9]CC)=[O:8].[OH-].[Na+], predict the reaction product. The product is: [CH3:1][O:2][C:3]1[CH:39]=[CH:38][CH:37]=[CH:36][C:4]=1[O:5][CH:6]([CH2:12][CH2:13][CH:14]=[CH:15][C:16]1[CH:21]=[C:20]([O:22][CH3:23])[CH:19]=[CH:18][C:17]=1[O:24][CH2:25][C:26]1[CH:27]=[CH:28][C:29]([C:32]([F:34])([F:35])[F:33])=[CH:30][CH:31]=1)[C:7]([OH:9])=[O:8]. (2) Given the reactants [CH3:1][O:2][C:3]([C:5]1[O:6][C:7]([CH3:12])=[C:8]([CH2:10]Cl)[CH:9]=1)=[O:4].[F:13][CH:14]([F:29])[O:15][C:16]1[CH:21]=[CH:20][C:19]([C:22]2[CH:27]=[CH:26][C:25]([NH2:28])=[CH:24][CH:23]=2)=[CH:18][CH:17]=1, predict the reaction product. The product is: [CH3:1][O:2][C:3]([C:5]1[O:6][C:7]([CH3:12])=[C:8]([CH2:10][NH:28][C:25]2[CH:26]=[CH:27][C:22]([C:19]3[CH:20]=[CH:21][C:16]([O:15][CH:14]([F:13])[F:29])=[CH:17][CH:18]=3)=[CH:23][CH:24]=2)[CH:9]=1)=[O:4]. (3) Given the reactants [Br:1][C:2]1[CH:3]=[CH:4][C:5]([CH2:8][NH2:9])=[N:6][CH:7]=1.[C:10](O)(=[O:14])[CH:11]([CH3:13])[CH3:12].CN([P+](ON1N=NC2C1=CC=CC=2)(N(C)C)N(C)C)C.F[P-](F)(F)(F)(F)F.C(N(C(C)C)CC)(C)C, predict the reaction product. The product is: [Br:1][C:2]1[CH:3]=[CH:4][C:5]([CH2:8][NH:9][C:10](=[O:14])[CH:11]([CH3:13])[CH3:12])=[N:6][CH:7]=1. (4) Given the reactants [CH2:1]([O:3][C:4]1[CH:20]=[C:19]([F:21])[C:7]([CH2:8][N:9]2[C:17]3[C:12](=[CH:13][CH:14]=[CH:15][CH:16]=3)[C:11](I)=[N:10]2)=[C:6]([F:22])[CH:5]=1)[CH3:2].Cl[C:24]1[N:29]=[CH:28][N:27]=[C:26]([NH2:30])[CH:25]=1.C([Sn](CCCC)(CCCC)[Sn](CCCC)(CCCC)CCCC)CCC, predict the reaction product. The product is: [CH2:1]([O:3][C:4]1[CH:20]=[C:19]([F:21])[C:7]([CH2:8][N:9]2[C:17]3[C:12](=[CH:13][CH:14]=[CH:15][CH:16]=3)[C:11]([C:24]3[N:29]=[CH:28][N:27]=[C:26]([NH2:30])[CH:25]=3)=[N:10]2)=[C:6]([F:22])[CH:5]=1)[CH3:2]. (5) Given the reactants [Cl:1][C:2]1[CH:24]=[C:23]([Cl:25])[CH:22]=[CH:21][C:3]=1[CH2:4][N:5]1[C:9](/[CH:10]=[CH:11]/[C:12]([O:14][CH2:15][CH3:16])=[O:13])=[CH:8][C:7]([O:17]COC)=[N:6]1.Cl, predict the reaction product. The product is: [Cl:1][C:2]1[CH:24]=[C:23]([Cl:25])[CH:22]=[CH:21][C:3]=1[CH2:4][N:5]1[C:9](/[CH:10]=[CH:11]/[C:12]([O:14][CH2:15][CH3:16])=[O:13])=[CH:8][C:7]([OH:17])=[N:6]1.